Predict which catalyst facilitates the given reaction. From a dataset of Catalyst prediction with 721,799 reactions and 888 catalyst types from USPTO. (1) Reactant: [N:1]([CH:4]1[CH:8]([F:9])[CH2:7][N:6]([C:10]([O:12][CH2:13][C:14]2[CH:19]=[CH:18][CH:17]=[CH:16][CH:15]=2)=[O:11])[CH2:5]1)=[N+]=[N-]. Product: [NH2:1][CH:4]1[CH:8]([F:9])[CH2:7][N:6]([C:10]([O:12][CH2:13][C:14]2[CH:19]=[CH:18][CH:17]=[CH:16][CH:15]=2)=[O:11])[CH2:5]1. The catalyst class is: 171. (2) Reactant: [CH2:1]([C:6]1[CH:14]=[C:10]([C:11](O)=[O:12])[C:9]([OH:15])=[CH:8][CH:7]=1)[CH2:2][CH2:3][CH2:4][CH3:5].C(N)([NH2:18])=O. Product: [CH2:1]([C:6]1[CH:14]=[C:10]([C:11]([NH2:18])=[O:12])[C:9]([OH:15])=[CH:8][CH:7]=1)[CH2:2][CH2:3][CH2:4][CH3:5]. The catalyst class is: 25. (3) Reactant: [CH3:1][O:2][C:3](=[O:28])[C:4]1[CH:9]=[C:8](I)[CH:7]=[C:6]([C:11](=[O:27])[C:12]2[CH:17]=[CH:16][C:15]([N:18]([C:20]3[CH:25]=[CH:24][C:23]([Cl:26])=[CH:22][CH:21]=3)[CH3:19])=[CH:14][N:13]=2)[CH:5]=1.[Cl:29][C:30]1[CH:31]=[C:32]([CH:35]=[CH:36][CH:37]=1)[NH:33][CH3:34].C1C=CC(P(C2C(C3C(P(C4C=CC=CC=4)C4C=CC=CC=4)=CC=C4C=3C=CC=C4)=C3C(C=CC=C3)=CC=2)C2C=CC=CC=2)=CC=1.C([O-])([O-])=O.[Cs+].[Cs+]. Product: [CH3:1][O:2][C:3](=[O:28])[C:4]1[CH:5]=[C:6]([C:11](=[O:27])[C:12]2[CH:17]=[CH:16][C:15]([N:18]([C:20]3[CH:25]=[CH:24][C:23]([Cl:26])=[CH:22][CH:21]=3)[CH3:19])=[CH:14][N:13]=2)[CH:7]=[C:8]([N:33]([C:32]2[CH:35]=[CH:36][CH:37]=[C:30]([Cl:29])[CH:31]=2)[CH3:34])[CH:9]=1. The catalyst class is: 718.